This data is from NCI-60 drug combinations with 297,098 pairs across 59 cell lines. The task is: Regression. Given two drug SMILES strings and cell line genomic features, predict the synergy score measuring deviation from expected non-interaction effect. (1) Synergy scores: CSS=62.2, Synergy_ZIP=-1.98, Synergy_Bliss=-0.597, Synergy_Loewe=1.75, Synergy_HSA=5.32. Drug 2: C1=CC(=CC=C1CC(C(=O)O)N)N(CCCl)CCCl.Cl. Cell line: CAKI-1. Drug 1: CC1OCC2C(O1)C(C(C(O2)OC3C4COC(=O)C4C(C5=CC6=C(C=C35)OCO6)C7=CC(=C(C(=C7)OC)O)OC)O)O. (2) Drug 1: CS(=O)(=O)C1=CC(=C(C=C1)C(=O)NC2=CC(=C(C=C2)Cl)C3=CC=CC=N3)Cl. Drug 2: CN1CCC(CC1)COC2=C(C=C3C(=C2)N=CN=C3NC4=C(C=C(C=C4)Br)F)OC. Cell line: HOP-62. Synergy scores: CSS=-1.04, Synergy_ZIP=-1.47, Synergy_Bliss=-4.08, Synergy_Loewe=-7.16, Synergy_HSA=-5.92.